This data is from Peptide-MHC class I binding affinity with 185,985 pairs from IEDB/IMGT. The task is: Regression. Given a peptide amino acid sequence and an MHC pseudo amino acid sequence, predict their binding affinity value. This is MHC class I binding data. (1) The peptide sequence is FVVDTTPPL. The MHC is HLA-B39:01 with pseudo-sequence HLA-B39:01. The binding affinity (normalized) is 0.820. (2) The peptide sequence is QSTYQLVQQL. The MHC is HLA-B08:01 with pseudo-sequence HLA-B08:01. The binding affinity (normalized) is 0.133. (3) The peptide sequence is GRWMLPQGM. The MHC is HLA-B57:01 with pseudo-sequence HLA-B57:01. The binding affinity (normalized) is 0.0847. (4) The peptide sequence is FIKPVSDLY. The MHC is HLA-A68:01 with pseudo-sequence HLA-A68:01. The binding affinity (normalized) is 0.489.